This data is from Forward reaction prediction with 1.9M reactions from USPTO patents (1976-2016). The task is: Predict the product of the given reaction. (1) Given the reactants Br[C:2]1[CH:7]=[CH:6][C:5]([C:8]2[O:9][C:10]([CH3:16])=[C:11]([CH2:13][CH2:14][OH:15])[N:12]=2)=[CH:4][CH:3]=1.[S:17]1[CH:21]=[CH:20][CH:19]=[C:18]1B(O)O.C1(P(C2C=CC=CC=2)C2C=CC=CC=2)C=CC=CC=1.C([O-])([O-])=O.[Na+].[Na+], predict the reaction product. The product is: [S:17]1[CH:21]=[CH:20][CH:19]=[C:18]1[C:2]1[CH:7]=[CH:6][C:5]([C:8]2[O:9][C:10]([CH3:16])=[C:11]([CH2:13][CH2:14][OH:15])[N:12]=2)=[CH:4][CH:3]=1. (2) Given the reactants [OH:1][CH2:2][CH2:3][C:4]1[C:13](I)=[CH:12][C:7]2[C:8](=[O:11])[O:9][CH2:10][C:6]=2[CH:5]=1.[CH:15]([B-](F)(F)F)=[CH2:16].[K+].CCOC(C)=O, predict the reaction product. The product is: [OH:1][CH2:2][CH2:3][C:4]1[C:13]([CH:15]=[CH2:16])=[CH:12][C:7]2[C:8](=[O:11])[O:9][CH2:10][C:6]=2[CH:5]=1. (3) Given the reactants O[CH2:2][C:3]1[N:7]([C:8]2[CH:9]=[C:10]([C:14]3[CH2:20][C:19](=[O:21])[NH:18][C:17]4[CH:22]=[C:23]([C:31]([F:34])([F:33])[F:32])[C:24]([N:26]([CH:28]([CH3:30])[CH3:29])[CH3:27])=[CH:25][C:16]=4[N:15]=3)[CH:11]=[CH:12][CH:13]=2)[N:6]=[N:5][CH:4]=1.S(Cl)(Cl)=O.[Cl-].[NH2:40][CH2:41][CH:42]1[CH2:44][CH2:43]1, predict the reaction product. The product is: [CH:42]1([CH2:41][NH:40][CH2:2][C:3]2[N:7]([C:8]3[CH:9]=[C:10]([C:14]4[CH2:20][C:19](=[O:21])[NH:18][C:17]5[CH:22]=[C:23]([C:31]([F:32])([F:33])[F:34])[C:24]([N:26]([CH:28]([CH3:29])[CH3:30])[CH3:27])=[CH:25][C:16]=5[N:15]=4)[CH:11]=[CH:12][CH:13]=3)[N:6]=[N:5][CH:4]=2)[CH2:44][CH2:43]1. (4) Given the reactants I[C:2]1[C:7]2[Se:8][C:9]3[CH:14]=[CH:13][CH:12]=[CH:11][C:10]=3[C:6]=2[CH:5]=[CH:4][CH:3]=1.[C:15]1([C:24]2[CH:29]=[CH:28][CH:27]=[CH:26][CH:25]=2)[CH:20]=[CH:19][C:18](B(O)O)=[CH:17][CH:16]=1.C([O-])([O-])=O.[K+].[K+], predict the reaction product. The product is: [C:15]1([C:24]2[CH:25]=[CH:26][CH:27]=[CH:28][CH:29]=2)[CH:20]=[CH:19][C:18]([C:2]2[C:7]3[Se:8][C:9]4[CH:14]=[CH:13][CH:12]=[CH:11][C:10]=4[C:6]=3[CH:5]=[CH:4][CH:3]=2)=[CH:17][CH:16]=1. (5) Given the reactants [NH2:1][C:2](=[S:13])[C@H:3]([NH:5][C:6](=[O:12])[O:7][C:8]([CH3:11])([CH3:10])[CH3:9])[CH3:4].Cl[CH2:15][C:16](=O)[CH3:17], predict the reaction product. The product is: [CH3:17][C:16]1[N:1]=[C:2]([C@H:3]([NH:5][C:6](=[O:12])[O:7][C:8]([CH3:9])([CH3:11])[CH3:10])[CH3:4])[S:13][CH:15]=1.